This data is from NCI-60 drug combinations with 297,098 pairs across 59 cell lines. The task is: Regression. Given two drug SMILES strings and cell line genomic features, predict the synergy score measuring deviation from expected non-interaction effect. (1) Drug 1: CS(=O)(=O)C1=CC(=C(C=C1)C(=O)NC2=CC(=C(C=C2)Cl)C3=CC=CC=N3)Cl. Drug 2: C1=C(C(=O)NC(=O)N1)F. Cell line: M14. Synergy scores: CSS=30.8, Synergy_ZIP=-0.498, Synergy_Bliss=-4.03, Synergy_Loewe=-10.8, Synergy_HSA=-6.77. (2) Drug 1: CNC(=O)C1=NC=CC(=C1)OC2=CC=C(C=C2)NC(=O)NC3=CC(=C(C=C3)Cl)C(F)(F)F. Drug 2: C1CN(CCN1C(=O)CCBr)C(=O)CCBr. Cell line: U251. Synergy scores: CSS=37.2, Synergy_ZIP=2.03, Synergy_Bliss=3.60, Synergy_Loewe=-5.34, Synergy_HSA=4.91. (3) Synergy scores: CSS=4.57, Synergy_ZIP=0.577, Synergy_Bliss=-0.512, Synergy_Loewe=-11.4, Synergy_HSA=-3.70. Cell line: HCT-15. Drug 2: C1=NNC2=C1C(=O)NC=N2. Drug 1: CC1CCC2CC(C(=CC=CC=CC(CC(C(=O)C(C(C(=CC(C(=O)CC(OC(=O)C3CCCCN3C(=O)C(=O)C1(O2)O)C(C)CC4CCC(C(C4)OC)OCCO)C)C)O)OC)C)C)C)OC. (4) Cell line: UACC62. Drug 2: CCC1(C2=C(COC1=O)C(=O)N3CC4=CC5=C(C=CC(=C5CN(C)C)O)N=C4C3=C2)O.Cl. Synergy scores: CSS=4.77, Synergy_ZIP=-10.4, Synergy_Bliss=-4.21, Synergy_Loewe=-14.7, Synergy_HSA=-3.52. Drug 1: CN1CCC(CC1)COC2=C(C=C3C(=C2)N=CN=C3NC4=C(C=C(C=C4)Br)F)OC.